From a dataset of Full USPTO retrosynthesis dataset with 1.9M reactions from patents (1976-2016). Predict the reactants needed to synthesize the given product. (1) Given the product [O:19]=[C:17]1[CH2:16][CH2:15][CH2:14][CH2:13][N:12]1[CH2:8][C:7]1[CH:10]=[CH:11][C:4]([N+:1]([O-:3])=[O:2])=[CH:5][CH:6]=1, predict the reactants needed to synthesize it. The reactants are: [N+:1]([C:4]1[CH:11]=[CH:10][C:7]([CH:8]=O)=[CH:6][CH:5]=1)([O-:3])=[O:2].[NH2:12][CH2:13][CH2:14][CH2:15][CH2:16][C:17]([OH:19])=O.C([BH3-])#N.[Na+].Cl. (2) The reactants are: [CH2:1]([C:5]1[N:6]=[C:7]([CH3:27])[NH:8][C:9](=[O:26])[C:10]=1[CH2:11][C:12]1[CH:17]=[CH:16][C:15]([C:18]2[C:19]([C:24]#[N:25])=[CH:20][CH:21]=[CH:22][CH:23]=2)=[CH:14][CH:13]=1)[CH2:2][CH2:3][CH3:4].IC.[H-].[Na+].[C:32](OCC)(=O)C. Given the product [CH2:1]([C:5]1[N:6]=[C:7]([CH3:27])[N:8]([CH3:32])[C:9](=[O:26])[C:10]=1[CH2:11][C:12]1[CH:17]=[CH:16][C:15]([C:18]2[C:19]([C:24]#[N:25])=[CH:20][CH:21]=[CH:22][CH:23]=2)=[CH:14][CH:13]=1)[CH2:2][CH2:3][CH3:4], predict the reactants needed to synthesize it. (3) Given the product [CH2:1]([N:3]1[CH:7]=[C:6]([C:8]2[CH:13]=[CH:12][N:11]=[C:10]3[NH:14][CH:15]=[CH:16][C:9]=23)[C:5]([C:17]2[C:18]([F:38])=[C:19]([NH:23][S:24]([C:27]3[CH:32]=[C:31]([F:33])[CH:30]=[CH:29][C:28]=3[F:34])(=[O:26])=[O:25])[CH:20]=[CH:21][CH:22]=2)=[N:4]1)[CH3:2], predict the reactants needed to synthesize it. The reactants are: [CH2:1]([N:3]1[CH:7]=[C:6]([C:8]2[CH:13]=[CH:12][N:11]=[C:10]3[NH:14][CH:15]=[CH:16][C:9]=23)[C:5]([C:17]2[C:18]([F:38])=[C:19]([N:23](COC)[S:24]([C:27]3[CH:32]=[C:31]([F:33])[CH:30]=[CH:29][C:28]=3[F:34])(=[O:26])=[O:25])[CH:20]=[CH:21][CH:22]=2)=[N:4]1)[CH3:2].C(O)(C(F)(F)F)=O.O.